The task is: Regression. Given two drug SMILES strings and cell line genomic features, predict the synergy score measuring deviation from expected non-interaction effect.. This data is from NCI-60 drug combinations with 297,098 pairs across 59 cell lines. (1) Drug 1: CNC(=O)C1=NC=CC(=C1)OC2=CC=C(C=C2)NC(=O)NC3=CC(=C(C=C3)Cl)C(F)(F)F. Drug 2: CC12CCC3C(C1CCC2OP(=O)(O)O)CCC4=C3C=CC(=C4)OC(=O)N(CCCl)CCCl.[Na+]. Cell line: NCIH23. Synergy scores: CSS=50.7, Synergy_ZIP=21.4, Synergy_Bliss=30.1, Synergy_Loewe=22.2, Synergy_HSA=23.0. (2) Drug 1: C1=CC(=C2C(=C1NCCNCCO)C(=O)C3=C(C=CC(=C3C2=O)O)O)NCCNCCO. Drug 2: CC(C1=C(C=CC(=C1Cl)F)Cl)OC2=C(N=CC(=C2)C3=CN(N=C3)C4CCNCC4)N. Cell line: HCT-15. Synergy scores: CSS=70.1, Synergy_ZIP=9.99, Synergy_Bliss=10.0, Synergy_Loewe=-17.4, Synergy_HSA=10.8.